From a dataset of Reaction yield outcomes from USPTO patents with 853,638 reactions. Predict the reaction yield, written as a fraction of the theoretical maximum amount of product (1.0 means a 100% yield; for example, 0.34 means a 34% yield). (1) The reactants are [N:1]12[CH2:8][CH2:7][C:4]([C:9]([C:17]3[CH:22]=[CH:21][CH:20]=[CH:19][CH:18]=3)([C:11]3[CH:16]=[CH:15][CH:14]=[CH:13][CH:12]=3)[OH:10])([CH2:5][CH2:6]1)[CH2:3][CH2:2]2.[Br:23][CH2:24][CH2:25][CH2:26][O:27][C:28]1[CH:33]=[CH:32][C:31]([Br:34])=[CH:30][CH:29]=1. The catalyst is CC#N. The product is [Br-:23].[Br:34][C:31]1[CH:32]=[CH:33][C:28]([O:27][CH2:26][CH2:25][CH2:24][N+:1]23[CH2:6][CH2:5][C:4]([C:9]([OH:10])([C:17]4[CH:22]=[CH:21][CH:20]=[CH:19][CH:18]=4)[C:11]4[CH:12]=[CH:13][CH:14]=[CH:15][CH:16]=4)([CH2:3][CH2:2]2)[CH2:7][CH2:8]3)=[CH:29][CH:30]=1. The yield is 0.754. (2) The reactants are [CH3:1]C(C)([O-])C.[K+].[CH2:7]([O:14][C:15]1[CH:16]=[C:17]([CH:30]=[CH:31][C:32]=1[O:33][CH2:34][C:35]1[CH:40]=[CH:39][CH:38]=[CH:37][CH:36]=1)[C:18]1[O:19][C:20]2[C:25]([C:26](=[O:28])[CH:27]=1)=[CH:24][CH:23]=[C:22]([OH:29])[CH:21]=2)[C:8]1[CH:13]=[CH:12][CH:11]=[CH:10][CH:9]=1.CI.O. The catalyst is C1COCC1. The product is [CH2:7]([O:14][C:15]1[CH:16]=[C:17]([CH:30]=[CH:31][C:32]=1[O:33][CH2:34][C:35]1[CH:40]=[CH:39][CH:38]=[CH:37][CH:36]=1)[C:18]1[O:19][C:20]2[C:25]([C:26](=[O:28])[CH:27]=1)=[CH:24][CH:23]=[C:22]([O:29][CH3:1])[CH:21]=2)[C:8]1[CH:9]=[CH:10][CH:11]=[CH:12][CH:13]=1. The yield is 1.00. (3) The reactants are Br[C:2]1[CH:3]=[C:4]([N:8]2[C:12]([CH3:13])=[C:11]([C:14]([N:16]3[CH2:20][CH2:19][CH:18]([N:21]([CH2:24][CH3:25])[CH2:22][CH3:23])[CH2:17]3)=[O:15])[C:10]([CH3:26])=[N:9]2)[CH:5]=[CH:6][CH:7]=1.[CH:27]1(/[CH:33]=[CH:34]/B(O)O)[CH2:32][CH2:31][CH2:30][CH2:29][CH2:28]1. No catalyst specified. The product is [CH:27]1(/[CH:33]=[CH:34]/[C:2]2[CH:3]=[C:4]([N:8]3[C:12]([CH3:13])=[C:11]([C:14]([N:16]4[CH2:20][CH2:19][CH:18]([N:21]([CH2:24][CH3:25])[CH2:22][CH3:23])[CH2:17]4)=[O:15])[C:10]([CH3:26])=[N:9]3)[CH:5]=[CH:6][CH:7]=2)[CH2:32][CH2:31][CH2:30][CH2:29][CH2:28]1. The yield is 0.400. (4) The reactants are [NH2:1][C:2]1[CH:7]=[CH:6][C:5]([CH2:8][C:9]#[N:10])=[CH:4][C:3]=1[C:11]1[C:12]2[CH:21]=[CH:20][N:19](S(C3C=CC(C)=CC=3)(=O)=O)[C:13]=2[C:14](=[O:18])[N:15]([CH3:17])[CH:16]=1.Br[C:33]1[CH:38]=[CH:37][C:36]([F:39])=[CH:35][CH:34]=1.C(=O)([O-])[O-].[Cs+].[Cs+].C1(P(C2CCCCC2)C2C=CC=CC=2C2C(C(C)C)=CC(C(C)C)=CC=2C(C)C)CCCCC1. The catalyst is C1(C)C=CC=CC=1.C(O)(C)(C)C. The product is [F:39][C:36]1[CH:37]=[CH:38][C:33]([NH:1][C:2]2[CH:7]=[CH:6][C:5]([CH2:8][C:9]#[N:10])=[CH:4][C:3]=2[C:11]2[C:12]3[CH:21]=[CH:20][NH:19][C:13]=3[C:14](=[O:18])[N:15]([CH3:17])[CH:16]=2)=[CH:34][CH:35]=1. The yield is 0.410. (5) The product is [Cl:1][C:2]1[CH:7]=[C:6]([NH:10][C:11]2[CH:18]=[CH:17][C:16]([F:19])=[CH:15][C:12]=2[C:13]#[N:14])[C:5]([Cl:9])=[CH:4][N:3]=1. The catalyst is O1CCOCC1.C([O-])(=O)C.[Pd+2].C([O-])(=O)C.C1C=CC(P(C2C(OC3C(P(C4C=CC=CC=4)C4C=CC=CC=4)=CC=CC=3)=CC=CC=2)C2C=CC=CC=2)=CC=1. The reactants are [Cl:1][C:2]1[CH:7]=[C:6](I)[C:5]([Cl:9])=[CH:4][N:3]=1.[NH2:10][C:11]1[CH:18]=[CH:17][C:16]([F:19])=[CH:15][C:12]=1[C:13]#[N:14].[O-]P(OP(OP([O-])([O-])=O)([O-])=O)(=O)[O-].[K+].[K+].[K+].[K+].[K+]. The yield is 0.860. (6) The reactants are [NH2:1][C@H:2]([CH2:5][CH:6]([CH3:8])[CH3:7])[CH2:3][OH:4].C(N(CC)CC)C.Cl[C:17](Cl)([O:19]C(=O)OC(Cl)(Cl)Cl)Cl.[NH4+].[Cl-]. The catalyst is C(Cl)Cl. The product is [CH2:5]([C@@H:2]1[CH2:3][O:4][C:17](=[O:19])[NH:1]1)[CH:6]([CH3:8])[CH3:7]. The yield is 0.880. (7) The reactants are [OH-].[Na+].C([O:5][C:6]([C:8]1[N:9]([C:25]2[CH:30]=[CH:29][C:28]([O:31][CH:32]([CH3:34])[CH3:33])=[CH:27][CH:26]=2)[C:10]2[C:15]([CH:16]=1)=[CH:14][C:13]([O:17][C:18]1[CH:23]=[CH:22][CH:21]=[C:20]([Cl:24])[CH:19]=1)=[CH:12][CH:11]=2)=[O:7])C.CC(C)=O. The catalyst is O. The product is [Cl:24][C:20]1[CH:19]=[C:18]([CH:23]=[CH:22][CH:21]=1)[O:17][C:13]1[CH:14]=[C:15]2[C:10](=[CH:11][CH:12]=1)[N:9]([C:25]1[CH:26]=[CH:27][C:28]([O:31][CH:32]([CH3:34])[CH3:33])=[CH:29][CH:30]=1)[C:8]([C:6]([OH:7])=[O:5])=[CH:16]2. The yield is 0.930. (8) The reactants are [N:1]1[CH:6]=[CH:5][C:4]([C@H:7]([OH:9])[CH3:8])=[CH:3][CH:2]=1.C(O)(=O)C. The yield is 0.570. The product is [NH:1]1[CH2:6][CH2:5][CH:4]([C@H:7]([OH:9])[CH3:8])[CH2:3][CH2:2]1. The catalyst is CO.O=[Pt]=O. (9) The reactants are [S:1]1CC[NH:3][CH2:2]1.[CH:6]1[C:11]([CH:12]=O)=[CH:10][C:9]2[O:14][CH2:15][O:16][C:8]=2[CH:7]=1.NC[CH2:19][C:20]([OH:22])=O.C(O)(=[O:25])C. No catalyst specified. The product is [O:16]1[C:8]2[CH:7]=[CH:6][C:11]([CH:12]=[C:19]3[S:1][C:2](=[O:25])[NH:3][C:20]3=[O:22])=[CH:10][C:9]=2[O:14][CH2:15]1. The yield is 0.840. (10) The reactants are C([Si](C)(C)[N:6]1[C:10]2=[N:11][CH:12]=[C:13]([C:15]3[CH:20]=[CH:19][C:18]([N:21]([CH3:23])[CH3:22])=[CH:17][CH:16]=3)[CH:14]=[C:9]2[C:8]([Sn](CCCC)(CCCC)CCCC)=[CH:7]1)(C)(C)C.Br[C:40]1[C:44]([CH3:45])=[CH:43][S:42][CH:41]=1.C1(C)C=CC=CC=1P(C1C=CC=CC=1C)C1C=CC=CC=1C. The catalyst is C1(C)C=CC=CC=1.CCOC(C)=O.Cl[Pd]Cl. The product is [CH3:23][N:21]([CH3:22])[C:18]1[CH:17]=[CH:16][C:15]([C:13]2[CH:14]=[C:9]3[C:8]([C:40]4[C:44]([CH3:45])=[CH:43][S:42][CH:41]=4)=[CH:7][NH:6][C:10]3=[N:11][CH:12]=2)=[CH:20][CH:19]=1. The yield is 0.210.